From a dataset of Catalyst prediction with 721,799 reactions and 888 catalyst types from USPTO. Predict which catalyst facilitates the given reaction. Reactant: [CH2:1]([S:6](Cl)(=[O:8])=[O:7])[CH2:2][CH2:3][CH2:4][CH3:5].[NH2:10][C:11]1[CH:12]=[CH:13][C:14]([N:17]2[CH2:22][CH2:21][N:20]([C:23]([C:25]3[CH:30]=[CH:29][CH:28]=[CH:27][C:26]=3[C:31]([F:34])([F:33])[F:32])=[O:24])[CH2:19][CH2:18]2)=[N:15][CH:16]=1. Product: [F:34][C:31]([F:32])([F:33])[C:26]1[CH:27]=[CH:28][CH:29]=[CH:30][C:25]=1[C:23]([N:20]1[CH2:19][CH2:18][N:17]([C:14]2[N:15]=[CH:16][C:11]([NH:10][S:6]([CH2:1][CH2:2][CH2:3][CH2:4][CH3:5])(=[O:8])=[O:7])=[CH:12][CH:13]=2)[CH2:22][CH2:21]1)=[O:24]. The catalyst class is: 529.